Dataset: Catalyst prediction with 721,799 reactions and 888 catalyst types from USPTO. Task: Predict which catalyst facilitates the given reaction. (1) Reactant: C[O:2][C:3]([C@@H:5]1[CH2:9][C@@H:8]([S:10]([C:13]2[CH:18]=[CH:17][CH:16]=[CH:15][C:14]=2[Cl:19])(=[O:12])=[O:11])[CH2:7][N:6]1[C:20]1[N:21]([C:26]2[CH:31]=[CH:30][C:29]([C:32]([F:35])([F:34])[F:33])=[CH:28][CH:27]=2)[N:22]=[C:23]([CH3:25])[CH:24]=1)=[O:4].O.[OH-].[Li+].C(OC(C)=O)(C)C. Product: [Cl:19][C:14]1[CH:15]=[CH:16][CH:17]=[CH:18][C:13]=1[S:10]([C@H:8]1[CH2:7][N:6]([C:20]2[N:21]([C:26]3[CH:31]=[CH:30][C:29]([C:32]([F:33])([F:34])[F:35])=[CH:28][CH:27]=3)[N:22]=[C:23]([CH3:25])[CH:24]=2)[C@H:5]([C:3]([OH:4])=[O:2])[CH2:9]1)(=[O:12])=[O:11]. The catalyst class is: 20. (2) Reactant: [NH:1]1[C:9]2[C:4](=[CH:5][CH:6]=[CH:7][CH:8]=2)[C:3]([CH:10]=[CH:11][C:12]2[CH:17]=[C:16]([N:18]3[CH2:23][CH2:22][O:21][CH2:20][CH2:19]3)[CH:15]=[CH:14][C:13]=2[NH2:24])=[N:2]1.C(N(CC)CC)C.[CH3:32][N:33]1[CH:37]=[CH:36][CH:35]=[C:34]1[C:38]([Cl:40])=[O:39].C(=O)([O-])O.[Na+]. Product: [ClH:40].[NH:1]1[C:9]2[C:4](=[CH:5][CH:6]=[CH:7][CH:8]=2)[C:3](/[CH:10]=[CH:11]/[C:12]2[CH:17]=[C:16]([N:18]3[CH2:19][CH2:20][O:21][CH2:22][CH2:23]3)[CH:15]=[CH:14][C:13]=2[NH:24][C:38]([C:34]2[N:33]([CH3:32])[CH:37]=[CH:36][CH:35]=2)=[O:39])=[N:2]1. The catalyst class is: 1. (3) Reactant: C(OC([NH:8][CH:9]1[CH2:14][CH2:13][C:12](=[O:15])[NH:11][C:10]1=[O:16])=O)(C)(C)C.[C:17]([OH:23])([C:19]([F:22])([F:21])[F:20])=[O:18]. Product: [F:20][C:19]([F:22])([F:21])[C:17]([OH:23])=[O:18].[NH2:8][CH:9]1[CH2:14][CH2:13][C:12](=[O:15])[NH:11][C:10]1=[O:16]. The catalyst class is: 2. (4) Reactant: [CH2:1]([O:8][C:9]1[CH:16]=[CH:15][C:12]([CH:13]=[O:14])=[CH:11][C:10]=1[CH:17]([CH3:19])[CH3:18])[C:2]1[CH:7]=[CH:6][CH:5]=[CH:4][CH:3]=1.[Mn]([O-])(=O)(=O)=[O:21].[K+].[OH-].[Na+]. Product: [CH2:1]([O:8][C:9]1[CH:16]=[CH:15][C:12]([C:13]([OH:21])=[O:14])=[CH:11][C:10]=1[CH:17]([CH3:19])[CH3:18])[C:2]1[CH:3]=[CH:4][CH:5]=[CH:6][CH:7]=1. The catalyst class is: 6. (5) Reactant: [O-:1][C:2]#[N:3].[Na+].[NH2:5][CH2:6][CH2:7][CH2:8][CH2:9][N:10]1[C:27](=[N:28][C:29]2[C:34]([CH3:35])=[CH:33][C:32]([CH3:36])=[CH:31][C:30]=2[CH3:37])[CH:26]=[C:13]2[C:14]3[C:19]([CH2:20][CH2:21][N:12]2[C:11]1=[O:38])=[CH:18][C:17]([O:22][CH3:23])=[C:16]([O:24][CH3:25])[CH:15]=3. Product: [C:2]([NH:5][CH2:6][CH2:7][CH2:8][CH2:9][N:10]1[C:27](=[N:28][C:29]2[C:34]([CH3:35])=[CH:33][C:32]([CH3:36])=[CH:31][C:30]=2[CH3:37])[CH:26]=[C:13]2[C:14]3[C:19]([CH2:20][CH2:21][N:12]2[C:11]1=[O:38])=[CH:18][C:17]([O:22][CH3:23])=[C:16]([O:24][CH3:25])[CH:15]=3)(=[O:1])[NH2:3]. The catalyst class is: 223.